The task is: Predict which catalyst facilitates the given reaction.. This data is from Catalyst prediction with 721,799 reactions and 888 catalyst types from USPTO. (1) Reactant: [F:1][C:2]1[CH:10]=[C:9]2[C:5]([C:6]([C:12]3[N:13]=[C:14]4[C:20]([C:21]([O:23]C)=[O:22])=[CH:19][N:18]([CH2:25][O:26][C:27](=[O:32])[C:28]([CH3:31])([CH3:30])[CH3:29])[C:15]4=[N:16][CH:17]=3)=[N:7][N:8]2[CH3:11])=[CH:4][CH:3]=1.[OH-].[K+].O.Cl. Product: [F:1][C:2]1[CH:10]=[C:9]2[C:5]([C:6]([C:12]3[N:13]=[C:14]4[C:20]([C:21]([OH:23])=[O:22])=[CH:19][N:18]([CH2:25][O:26][C:27](=[O:32])[C:28]([CH3:30])([CH3:29])[CH3:31])[C:15]4=[N:16][CH:17]=3)=[N:7][N:8]2[CH3:11])=[CH:4][CH:3]=1. The catalyst class is: 12. (2) Reactant: [OH:1][C:2]1[CH:3]=[C:4]([S:8][C:9]([CH3:15])([CH3:14])[C:10]([O:12][CH3:13])=[O:11])[CH:5]=[CH:6][CH:7]=1.[Cl:16][C:17]1[CH:25]=[CH:24][C:20]([CH2:21][CH2:22]O)=[CH:19][CH:18]=1.CC(OC(/N=N/C(OC(C)C)=O)=O)C.C1(P(C2C=CC=CC=2)C2C=CC=CC=2)C=CC=CC=1. Product: [Cl:16][C:17]1[CH:25]=[CH:24][C:20]([CH2:21][CH2:22][O:1][C:2]2[CH:3]=[C:4]([S:8][C:9]([CH3:15])([CH3:14])[C:10]([O:12][CH3:13])=[O:11])[CH:5]=[CH:6][CH:7]=2)=[CH:19][CH:18]=1. The catalyst class is: 1. (3) Product: [Br:8][C:4]1[N:3]=[C:2]([NH:28][CH2:27][C:26]2[CH:29]=[CH:30][CH:31]=[CH:32][C:25]=2[OH:24])[CH:7]=[N:6][CH:5]=1. The catalyst class is: 13. Reactant: Br[C:2]1[CH:7]=[N:6][CH:5]=[C:4]([Br:8])[N:3]=1.CS(C)=O.N12CCCN=C1CCCCC2.[OH:24][C:25]1[CH:32]=[CH:31][CH:30]=[CH:29][C:26]=1[CH2:27][NH2:28]. (4) Reactant: [NH:1]=[C:2]1[N:6]([C:7]([O:9][CH3:10])=[O:8])[C:5]2[CH:11]=[CH:12][C:13]([O:15]C(OC)=O)=[CH:14][C:4]=2[S:3]1.[OH-].[K+]. Product: [OH:15][C:13]1[CH:12]=[CH:11][C:5]2[N:6]([C:7]([O:9][CH3:10])=[O:8])[C:2](=[NH:1])[S:3][C:4]=2[CH:14]=1. The catalyst class is: 15. (5) Reactant: [S:1]1[CH:5]=[CH:4][CH:3]=[C:2]1[C:6](=[N:9][OH:10])[CH2:7][CH3:8].[Li+].CC([N-]C(C)C)C.[C:19]([O:26][CH2:27][CH3:28])(=[O:25])[C:20]([O:22]CC)=O. Product: [OH:10][N:9]=[C:6]([C:2]1[S:1][CH:5]=[CH:4][CH:3]=1)[CH:7]([CH3:8])[C:20](=[O:22])[C:19]([O:26][CH2:27][CH3:28])=[O:25]. The catalyst class is: 1. (6) Reactant: P(N=[N+]=[N-])([O:10][C:11]1C=CC=CC=1)(OC1C=CC=CC=1)=O.[CH3:20][C@@H:21]1[CH2:26][CH2:25][CH2:24][CH2:23][C@@H:22]1[NH:27][C:28]1[C:33](C(O)=O)=[CH:32][N:31]=[C:30]2[NH:37][CH:38]=[CH:39][C:29]=12.C([N:42](CC)CC)C. Product: [CH3:20][C@@H:21]1[CH2:26][CH2:25][CH2:24][CH2:23][C@@H:22]1[N:27]1[C:28]2=[C:29]3[CH:39]=[CH:38][NH:37][C:30]3=[N:31][CH:32]=[C:33]2[NH:42][C:11]1=[O:10]. The catalyst class is: 107.